From a dataset of Forward reaction prediction with 1.9M reactions from USPTO patents (1976-2016). Predict the product of the given reaction. Given the reactants [O:1]1[CH:5]=[CH:4][CH:3]=[C:2]1[CH:6]=O.S([O-])([O-])(=O)=O.[Mg+2].[CH3:14][O:15][C:16]1[CH:17]=[C:18]([CH:20]=[CH:21][CH:22]=1)[NH2:19], predict the reaction product. The product is: [O:1]1[CH:5]=[CH:4][CH:3]=[C:2]1[CH:6]=[N:19][C:18]1[CH:20]=[CH:21][CH:22]=[C:16]([O:15][CH3:14])[CH:17]=1.